From a dataset of NCI-60 drug combinations with 297,098 pairs across 59 cell lines. Regression. Given two drug SMILES strings and cell line genomic features, predict the synergy score measuring deviation from expected non-interaction effect. (1) Drug 1: CCN(CC)CCNC(=O)C1=C(NC(=C1C)C=C2C3=C(C=CC(=C3)F)NC2=O)C. Drug 2: CCC1(CC2CC(C3=C(CCN(C2)C1)C4=CC=CC=C4N3)(C5=C(C=C6C(=C5)C78CCN9C7C(C=CC9)(C(C(C8N6C)(C(=O)OC)O)OC(=O)C)CC)OC)C(=O)OC)O.OS(=O)(=O)O. Cell line: UO-31. Synergy scores: CSS=1.12, Synergy_ZIP=0.497, Synergy_Bliss=1.35, Synergy_Loewe=-1.58, Synergy_HSA=-1.78. (2) Drug 1: CC1CCC2CC(C(=CC=CC=CC(CC(C(=O)C(C(C(=CC(C(=O)CC(OC(=O)C3CCCCN3C(=O)C(=O)C1(O2)O)C(C)CC4CCC(C(C4)OC)O)C)C)O)OC)C)C)C)OC. Drug 2: CC(C)NC(=O)C1=CC=C(C=C1)CNNC.Cl. Cell line: 786-0. Synergy scores: CSS=22.5, Synergy_ZIP=-6.53, Synergy_Bliss=0.701, Synergy_Loewe=-14.4, Synergy_HSA=2.20. (3) Drug 1: CCN(CC)CCCC(C)NC1=C2C=C(C=CC2=NC3=C1C=CC(=C3)Cl)OC. Drug 2: C1CNP(=O)(OC1)N(CCCl)CCCl. Cell line: TK-10. Synergy scores: CSS=5.51, Synergy_ZIP=-2.45, Synergy_Bliss=-1.06, Synergy_Loewe=-8.68, Synergy_HSA=-1.47. (4) Drug 1: C1CCN(CC1)CCOC2=CC=C(C=C2)C(=O)C3=C(SC4=C3C=CC(=C4)O)C5=CC=C(C=C5)O. Drug 2: CN(C)N=NC1=C(NC=N1)C(=O)N. Cell line: DU-145. Synergy scores: CSS=-2.92, Synergy_ZIP=-0.588, Synergy_Bliss=-3.04, Synergy_Loewe=-4.51, Synergy_HSA=-4.60. (5) Drug 1: CS(=O)(=O)C1=CC(=C(C=C1)C(=O)NC2=CC(=C(C=C2)Cl)C3=CC=CC=N3)Cl. Drug 2: CC1=C(C(=CC=C1)Cl)NC(=O)C2=CN=C(S2)NC3=CC(=NC(=N3)C)N4CCN(CC4)CCO. Cell line: OVCAR3. Synergy scores: CSS=19.7, Synergy_ZIP=-3.53, Synergy_Bliss=5.50, Synergy_Loewe=-1.85, Synergy_HSA=4.96. (6) Drug 1: C1CCN(CC1)CCOC2=CC=C(C=C2)C(=O)C3=C(SC4=C3C=CC(=C4)O)C5=CC=C(C=C5)O. Drug 2: CCN(CC)CCNC(=O)C1=C(NC(=C1C)C=C2C3=C(C=CC(=C3)F)NC2=O)C. Cell line: OVCAR-4. Synergy scores: CSS=-1.85, Synergy_ZIP=0.628, Synergy_Bliss=-2.40, Synergy_Loewe=-3.60, Synergy_HSA=-4.12.